From a dataset of Full USPTO retrosynthesis dataset with 1.9M reactions from patents (1976-2016). Predict the reactants needed to synthesize the given product. (1) The reactants are: [CH2:1]([O:3][C:4](=[O:27])[C:5]1[CH:10]=[CH:9][C:8]([N:11]2[C:15](=O)[C:14]3([CH2:22][CH2:21][CH2:20][CH2:19][CH2:18][CH2:17]3)[N:13]([CH:23]3[CH2:25][CH2:24]3)[C:12]2=[O:26])=[CH:7][CH:6]=1)[CH3:2].[BH4-].[Na+]. Given the product [CH2:1]([O:3][C:4](=[O:27])[C:5]1[CH:10]=[CH:9][C:8]([N:11]2[CH2:15][C:14]3([CH2:22][CH2:21][CH2:20][CH2:19][CH2:18][CH2:17]3)[N:13]([CH:23]3[CH2:25][CH2:24]3)[C:12]2=[O:26])=[CH:7][CH:6]=1)[CH3:2], predict the reactants needed to synthesize it. (2) Given the product [ClH:1].[ClH:1].[ClH:1].[C:37]([N:27]1[CH2:28][CH2:29][CH:24]([O:23][C:20]2[CH:21]=[CH:22][C:17]([N:16]([CH2:30][C:31]([O:33][CH2:34][CH3:35])=[O:32])[CH2:15]/[CH:14]=[CH:13]/[C:9]3[CH:10]=[CH:11][CH:12]=[C:7]([C:4](=[NH:5])[NH2:6])[CH:8]=3)=[CH:18][CH:19]=2)[CH2:25][CH2:26]1)(=[NH:42])[CH3:38], predict the reactants needed to synthesize it. The reactants are: [ClH:1].Cl.Cl.[C:4]([C:7]1[CH:8]=[C:9](/[CH:13]=[CH:14]/[CH2:15][N:16]([CH2:30][C:31]([O:33][CH2:34][CH3:35])=[O:32])[C:17]2[CH:22]=[CH:21][C:20]([O:23][CH:24]3[CH2:29][CH2:28][NH:27][CH2:26][CH2:25]3)=[CH:19][CH:18]=2)[CH:10]=[CH:11][CH:12]=1)(=[NH:6])[NH2:5].Cl.[C:37](=[NH:42])(OCC)[CH3:38].C(N(CC)CC)C.Cl. (3) Given the product [C:18]([O:11][CH:7]([C:4]1[CH:5]=[CH:6][N:1]=[CH:2][CH:3]=1)[CH2:8][C:9]#[CH:10])(=[O:20])[CH3:19], predict the reactants needed to synthesize it. The reactants are: [N:1]1[CH:6]=[CH:5][C:4]([CH:7]([OH:11])[CH2:8][C:9]#[CH:10])=[CH:3][CH:2]=1.N1C=CC=CC=1.[C:18](OC(=O)C)(=[O:20])[CH3:19]. (4) Given the product [CH3:6][N:7]([CH2:9][C-:10]1[CH:14]=[CH:13][CH:12]=[C:11]1[CH2:22][N:23]([CH3:25])[CH3:24])[CH3:8].[CH-:15]1[CH:19]=[CH:18][CH:17]=[CH:16]1.[Fe+2:20], predict the reactants needed to synthesize it. The reactants are: C([Li])CCC.[CH3:6][N:7]([CH2:9][C-:10]1[CH:14]=[CH:13][CH:12]=[CH:11]1)[CH3:8].[CH-:15]1[CH:19]=[CH:18][CH:17]=[CH:16]1.[Fe+2:20].I[CH2:22][N:23]([CH3:25])[CH3:24]. (5) Given the product [OH:1][CH2:2][C@H:3]([NH:14][C:15]([C:17]1[C:22]2[O:23][CH2:24][CH2:25][CH2:26][CH2:27][C:21]=2[CH:20]=[C:19]([C:30]#[C:29][C:31]2[CH:40]=[CH:39][C:34]([C:35](=[O:36])[NH:37][CH3:38])=[CH:33][CH:32]=2)[CH:18]=1)=[O:16])[CH2:4][C:5]1[C:13]2[C:8](=[CH:9][CH:10]=[CH:11][CH:12]=2)[NH:7][CH:6]=1, predict the reactants needed to synthesize it. The reactants are: [OH:1][CH2:2][C@H:3]([NH:14][C:15]([C:17]1[C:22]2[O:23][CH2:24][CH2:25][CH2:26][CH2:27][C:21]=2[CH:20]=[C:19](Br)[CH:18]=1)=[O:16])[CH2:4][C:5]1[C:13]2[C:8](=[CH:9][CH:10]=[CH:11][CH:12]=2)[NH:7][CH:6]=1.[C:29]([C:31]1[CH:40]=[CH:39][C:34]([C:35]([NH:37][CH3:38])=[O:36])=[CH:33][CH:32]=1)#[CH:30].CCCC[N+](CCCC)(CCCC)CCCC.[F-].O.